This data is from Reaction yield outcomes from USPTO patents with 853,638 reactions. The task is: Predict the reaction yield, written as a fraction of the theoretical maximum amount of product (1.0 means a 100% yield; for example, 0.34 means a 34% yield). (1) The reactants are [CH2:1]([O:3][CH:4]([O:8][CH2:9][CH3:10])[C@@H:5]([NH2:7])[CH3:6])[CH3:2].[CH:11](=O)[C:12]1[CH:17]=[CH:16][CH:15]=[CH:14][CH:13]=1.C(O[BH-](OC(=O)C)OC(=O)C)(=O)C.[Na+]. The catalyst is O1CCCC1.C(OCC)(=O)C. The product is [CH2:11]([NH:7][C@@H:5]([CH3:6])[CH:4]([O:8][CH2:9][CH3:10])[O:3][CH2:1][CH3:2])[C:12]1[CH:17]=[CH:16][CH:15]=[CH:14][CH:13]=1. The yield is 0.980. (2) The reactants are I[C:2]1[CH:3]=[C:4]([CH:8]([CH3:11])[C:9]#[N:10])[CH:5]=[CH:6][CH:7]=1.C([O-])([O-])=O.[Na+].[Na+].[O:18]1[CH:22]=[CH:21][N:20]=[C:19]1B(O)O. The catalyst is C1COCC1. The product is [O:18]1[CH:22]=[CH:21][N:20]=[C:19]1[C:2]1[CH:3]=[C:4]([CH:8]([CH3:11])[C:9]#[N:10])[CH:5]=[CH:6][CH:7]=1. The yield is 0.780. (3) The reactants are C([O:8][CH:9]([CH3:30])[CH2:10][CH2:11][C:12]1[O:13][C:14]2[C:23]3[CH:22]([CH2:24][CH2:25][NH:26][C:27](=[O:29])[CH3:28])[CH2:21][CH2:20][C:19]=3[CH:18]=[CH:17][C:15]=2[N:16]=1)C1C=CC=CC=1. The catalyst is CO.[C].[Pd]. The product is [OH:8][CH:9]([CH3:30])[CH2:10][CH2:11][C:12]1[O:13][C:14]2[C:23]3[CH:22]([CH2:24][CH2:25][NH:26][C:27](=[O:29])[CH3:28])[CH2:21][CH2:20][C:19]=3[CH:18]=[CH:17][C:15]=2[N:16]=1. The yield is 0.840.